From a dataset of Full USPTO retrosynthesis dataset with 1.9M reactions from patents (1976-2016). Predict the reactants needed to synthesize the given product. (1) Given the product [C:30]([O:7][CH:6]([C:8]1[CH:9]=[CH:10][C:11]([CH2:14][CH2:15][CH2:16][CH2:17][CH2:18][CH2:19][CH2:20][CH3:21])=[CH:12][CH:13]=1)[CH2:5][CH2:4][N+:1]([O-:3])=[O:2])(=[O:32])[CH3:31], predict the reactants needed to synthesize it. The reactants are: [N+:1]([CH2:4][CH2:5][C:6]([C:8]1[CH:13]=[CH:12][C:11]([CH2:14][CH2:15][CH2:16][CH2:17][CH2:18][CH2:19][CH2:20][CH3:21])=[CH:10][CH:9]=1)=[O:7])([O-:3])=[O:2].[BH4-].[Na+].N1C=CC=CC=1.[C:30](OC(=O)C)(=[O:32])[CH3:31]. (2) Given the product [NH2:1][CH2:2][CH2:12][CH2:13][CH2:14][CH2:15][C:16](=[O:20])[C:17]([OH:19])=[O:18], predict the reactants needed to synthesize it. The reactants are: [NH2:1][C@H:2](C(O)=O)CCCCN.N[CH2:12][CH2:13][CH2:14][CH2:15][C:16](=[O:20])[C:17]([OH:19])=[O:18]. (3) Given the product [C:20]([C:19]1[CH:22]=[CH:23][CH:24]=[CH:25][C:18]=1[NH:17][C:15]1[N:16]=[C:11]2[CH:10]=[N:9][C:8]([C:5]3[CH:6]=[CH:7][C:2]([NH:1][C:39](=[O:40])[CH2:38][C:32]4[CH:37]=[CH:36][CH:35]=[CH:34][CH:33]=4)=[CH:3][CH:4]=3)=[CH:13][N:12]2[N:14]=1)#[N:21], predict the reactants needed to synthesize it. The reactants are: [NH2:1][C:2]1[CH:7]=[CH:6][C:5]([C:8]2[N:9]=[CH:10][C:11]3[N:12]([N:14]=[C:15]([NH:17][C:18]4[CH:25]=[CH:24][CH:23]=[CH:22][C:19]=4[C:20]#[N:21])[N:16]=3)[CH:13]=2)=[CH:4][CH:3]=1.C(=O)([O-])[O-].[K+].[K+].[C:32]1([CH2:38][C:39](O)=[O:40])[CH:37]=[CH:36][CH:35]=[CH:34][CH:33]=1.CN(C(ON1N=NC2C=CC=CC1=2)=[N+](C)C)C.[B-](F)(F)(F)F. (4) Given the product [ClH:38].[O:18]1[CH:19]=[CH:20][CH:21]=[C:17]1[S:14]([N:13]1[CH:12]=[C:11]([CH2:22][NH:23][CH3:24])[CH:10]=[C:9]1[C:8]1[C:3]([C:1]#[N:2])=[N:4][CH:5]=[CH:6][CH:7]=1)(=[O:16])=[O:15], predict the reactants needed to synthesize it. The reactants are: [C:1]([C:3]1[C:8]([C:9]2[N:13]([S:14]([C:17]3[O:18][CH:19]=[CH:20][CH:21]=3)(=[O:16])=[O:15])[CH:12]=[C:11]([CH2:22][N:23](C)[C:24](=O)OC(C)(C)C)[CH:10]=2)=[CH:7][CH:6]=[CH:5][N:4]=1)#[N:2].C(OCC)(=O)C.[ClH:38].